From a dataset of Forward reaction prediction with 1.9M reactions from USPTO patents (1976-2016). Predict the product of the given reaction. (1) Given the reactants [Cl:1][C:2]1[CH:7]=[CH:6][N:5]=[CH:4][C:3]=1[CH2:8][OH:9].C(OC([N:17]1[CH2:22][CH2:21][NH:20][CH2:19][CH2:18]1)=O)(C)(C)C.C(N(CC)CC)C.Cl, predict the reaction product. The product is: [ClH:1].[N:17]1([C:2]2[CH:7]=[CH:6][N:5]=[CH:4][C:3]=2[CH2:8][OH:9])[CH2:22][CH2:21][NH:20][CH2:19][CH2:18]1. (2) Given the reactants [OH:1][C:2]1[C:11]2[C:6](=[CH:7][CH:8]=[CH:9][CH:10]=2)[C:5]([OH:12])=[CH:4][C:3]=1[C:13]([OH:15])=[O:14].[C:16]([O-])(O)=O.[Na+].CI.O, predict the reaction product. The product is: [OH:1][C:2]1[C:11]2[C:6](=[CH:7][CH:8]=[CH:9][CH:10]=2)[C:5]([OH:12])=[CH:4][C:3]=1[C:13]([O:15][CH3:16])=[O:14]. (3) Given the reactants Cl[C:2]1[CH:15]=[CH:14][C:13]2[C:4](=[C:5]3[C:10](=[CH:11][CH:12]=2)[CH:9]=[CH:8][CH:7]=[N:6]3)[N:3]=1.[C:16]1(C2C=CC=CC=2)[CH:21]=[CH:20][CH:19]=[CH:18][C:17]=1[C:22]1[N:27]=[C:26]([C:28]2[CH:33]=[CH:32][CH:31]=[C:30](B3OC(C)(C)C(C)(C)O3)[CH:29]=2)[N:25]=[CH:24][N:23]=1.[Cl-].[Li+].C(=O)([O-])[O-].[Na+].[Na+].[C:57]1(C)[CH:62]=[CH:61][CH:60]=[CH:59][CH:58]=1, predict the reaction product. The product is: [C:31]1([C:57]2[CH:58]=[CH:59][CH:60]=[CH:61][CH:62]=2)[CH:32]=[CH:33][C:28]([C:26]2[N:27]=[C:22]([C:17]3[CH:18]=[CH:19][C:20]([C:16]4[CH:21]=[CH:20][CH:19]=[CH:18][CH:17]=4)=[CH:21][CH:16]=3)[N:23]=[C:24]([C:28]3[CH:33]=[CH:32][CH:31]=[C:30]([C:2]4[CH:15]=[CH:14][C:13]5[C:4](=[C:5]6[C:10](=[CH:11][CH:12]=5)[CH:9]=[CH:8][CH:7]=[N:6]6)[N:3]=4)[CH:29]=3)[N:25]=2)=[CH:29][CH:30]=1. (4) Given the reactants [OH:1][CH2:2][C:3]1[CH:13]=[CH:12][C:6]([O:7][CH2:8][CH2:9][CH2:10][OH:11])=[CH:5][CH:4]=1.C[N+]1([O-])CCOCC1, predict the reaction product. The product is: [OH:11][CH2:10][CH2:9][CH2:8][O:7][C:6]1[CH:12]=[CH:13][C:3]([CH:2]=[O:1])=[CH:4][CH:5]=1. (5) Given the reactants [CH:1]([O:4][C:5]1[CH:34]=[CH:33][C:8]([C:9]([N:11]2[CH2:16][CH2:15][C:14]3([CH2:25][CH:24]([O:26][C@@H:27]([CH3:32])[C:28](OC)=[O:29])[C:23]4[C:18](=[CH:19][CH:20]=[CH:21][CH:22]=4)[O:17]3)[CH2:13][CH2:12]2)=[O:10])=[CH:7][C:6]=1[O:35][CH3:36])([CH3:3])[CH3:2].[BH4-].[Na+], predict the reaction product. The product is: [OH:29][CH2:28][C@@H:27]([O:26][C@H:24]1[C:23]2[C:18](=[CH:19][CH:20]=[CH:21][CH:22]=2)[O:17][C:14]2([CH2:15][CH2:16][N:11]([C:9]([C:8]3[CH:33]=[CH:34][C:5]([O:4][CH:1]([CH3:2])[CH3:3])=[C:6]([O:35][CH3:36])[CH:7]=3)=[O:10])[CH2:12][CH2:13]2)[CH2:25]1)[CH3:32].[OH:29][CH2:28][C@@H:27]([O:26][C@@H:24]1[C:23]2[C:18](=[CH:19][CH:20]=[CH:21][CH:22]=2)[O:17][C:14]2([CH2:15][CH2:16][N:11]([C:9]([C:8]3[CH:33]=[CH:34][C:5]([O:4][CH:1]([CH3:2])[CH3:3])=[C:6]([O:35][CH3:36])[CH:7]=3)=[O:10])[CH2:12][CH2:13]2)[CH2:25]1)[CH3:32]. (6) Given the reactants [CH3:1][S:2]([C:5]1[CH:6]=[CH:7][C:8]([C:11]2[CH:12]=[CH:13][C:14]3[O:18][C@H:17]([CH:19]4[CH2:24][CH2:23][NH:22][CH2:21][CH2:20]4)[CH2:16][C:15]=3[CH:25]=2)=[N:9][CH:10]=1)(=[O:4])=[O:3].[C:26](O[C:26]([O:28][C:29]([CH3:32])([CH3:31])[CH3:30])=[O:27])([O:28][C:29]([CH3:32])([CH3:31])[CH3:30])=[O:27], predict the reaction product. The product is: [C:29]([O:28][C:26]([N:22]1[CH2:23][CH2:24][CH:19]([C@@H:17]2[CH2:16][C:15]3[CH:25]=[C:11]([C:8]4[CH:7]=[CH:6][C:5]([S:2]([CH3:1])(=[O:4])=[O:3])=[CH:10][N:9]=4)[CH:12]=[CH:13][C:14]=3[O:18]2)[CH2:20][CH2:21]1)=[O:27])([CH3:32])([CH3:31])[CH3:30]. (7) The product is: [CH:12]([O:16][CH:17]([CH3:22])[CH3:18])([CH3:13])[CH3:11].[CH3:24][O:25][CH2:26][CH2:27][C:28]1([O:23][C:20]2[CH:21]=[CH:22][C:17]([O:16][C:12]3[CH:11]=[CH:10][C:9]4[C:14](=[CH:15][N:7]([C:3]5[CH:2]=[N:1][CH:6]=[CH:5][CH:4]=5)[N:8]=4)[CH:13]=3)=[CH:18][CH:19]=2)[C:29](=[O:36])[NH:30][C:31](=[O:35])[NH:32][C:33]1=[O:34]. Given the reactants [N:1]1[CH:6]=[CH:5][CH:4]=[C:3]([N:7]2[CH:15]=[C:14]3[C:9]([CH:10]=[CH:11][C:12]([O:16][C:17]4[CH:22]=[CH:21][C:20]([OH:23])=[CH:19][CH:18]=4)=[CH:13]3)=[N:8]2)[CH:2]=1.[CH3:24][O:25][CH2:26][CH2:27][C:28]1(Br)[C:33](=[O:34])[NH:32][C:31](=[O:35])[NH:30][C:29]1=[O:36].C1CN2C(=NCCC2)NC1.C(#N)C, predict the reaction product.